From a dataset of Full USPTO retrosynthesis dataset with 1.9M reactions from patents (1976-2016). Predict the reactants needed to synthesize the given product. (1) Given the product [CH2:1]([O:8][C:9]1[N:19]=[C:18]([CH3:20])[CH:17]=[C:16]([O:21][CH3:22])[C:10]=1[C:11]([O:13][CH2:14][CH3:15])=[O:12])[C:2]1[CH:7]=[CH:6][CH:5]=[CH:4][CH:3]=1, predict the reactants needed to synthesize it. The reactants are: [CH2:1]([O:8][C:9]1[N:19]=[C:18]([CH3:20])[CH:17]=[C:16]([OH:21])[C:10]=1[C:11]([O:13][CH2:14][CH3:15])=[O:12])[C:2]1[CH:7]=[CH:6][CH:5]=[CH:4][CH:3]=1.[C:22](=O)([O-])[O-].[K+].[K+].IC. (2) Given the product [Cl:7][C:8]1[N:13]=[C:12]([NH:16][CH:17]([CH2:18][O:19][CH3:20])[CH3:21])[C:11]([Cl:15])=[CH:10][N:9]=1, predict the reactants needed to synthesize it. The reactants are: C(=O)([O-])[O-].[K+].[K+].[Cl:7][C:8]1[N:13]=[C:12](Cl)[C:11]([Cl:15])=[CH:10][N:9]=1.[NH2:16][CH:17]([CH3:21])[CH2:18][O:19][CH3:20].